This data is from Experimentally validated miRNA-target interactions with 360,000+ pairs, plus equal number of negative samples. The task is: Binary Classification. Given a miRNA mature sequence and a target amino acid sequence, predict their likelihood of interaction. (1) The miRNA is bta-miR-199a-5p with sequence CCCAGUGUUCAGACUACCUGUU. The protein sequence of the target gene is MIATGGVITGLAALKRQDSARSQQHVNLSPSPATQEKKPIRRRPRADVVVVRGKIRLYSPSGFFLILGVLISIIGIAMAVLGYWPQKEHFIDAETTLSTNETQVIRNEGGVVVRFFEQHLHSDKMKMLGPFTMGIGIFIFICANAILHENRDKETKIIHMRDIYSTVIDIHTLRIKEQRQMNGMYTGLMGETEVKQNGSSCASRLAANTIASFSGFRSSFRMDSSVEEDELMLNEGKSSGHLMPPLLSDSSVSVFGLYPPPSKTTDDKTSGSKKCETKSIVSSSISAFTLPVIKLNNCVI.... Result: 0 (no interaction). (2) The miRNA is hsa-miR-18b-5p with sequence UAAGGUGCAUCUAGUGCAGUUAG. The protein sequence of the target gene is MAEGEKNQDFTFKMESPSDSAVVLPSTPQASANPSSPYTNSSRKQPMSATLRERLRKTRFSFNSSYNVVKRLKVESEENDQTFSEKPASSTEENCLEFQESFKHIDSEFEENTNLKNTLKNLNVCESQSLDSGSCSALQNEFVSEKLPKQRLNAEKAKLVKQVQEKEDLLRRLKLVKMYRSKNDLSQLQLLIKKWRSCSQLLLYELQSAVSEENKKLSLTQLIDHYGLDDKLLHYNRSEEEFIDV. Result: 0 (no interaction). (3) The miRNA is hsa-miR-3130-5p with sequence UACCCAGUCUCCGGUGCAGCC. The protein sequence of the target gene is MSRRKQSNPRQIKRSLGDMEAREEVQLVGASHMEQKATAPEAPSPPSADVNSPPPLPPPTSPGGPKELEGQEPEPRPTEEEPGSPWSGPDELEPVVQDGQRRIRARLSLATGLSWGPFHGSVQTRASSPRQAEPSPALTLLLVDEACWLRTLPQALTEAEANTEIHRKDDALWCRVTKPVPAGGLLSVLLTAEPHSTPGHPVKKEPAEPTCPAPAHDLQLLPQQAGMASILATAVINKDVFPCKDCGIWYRSERNLQAHLLYYCASRQGTGSPAAAATDEKPKETYPNERVCPFPQCRKS.... Result: 1 (interaction). (4) The miRNA is hsa-miR-8074 with sequence CUAUGGCGAGACUGGCAUGUACUC. The protein sequence of the target gene is MAMGDDKSFDDEESVDGNRPSSAASAFKVPAPKTSGNPANSARKPGSAGGPKVGGASKEGGAGAVDEDDFIKAFTDVPSIQIYSSRELEETLNKIREILSDDKHDWDQRANALKKIRSLLVAGAAQYDCFFQHLRLLDGALKLSAKDLRSQVVREACITVAHLSTVLGNKFDHGAEAIVPTLFNLVPNSAKVMATSGCAAIRFIIRHTHVPRLIPLITSNCTSKSVPVRRRSFEFLDLLLQEWQTHSLERHAAVLVETIKKGIHDADAEARVEARKTYMGLRNHFPGEAETLYNSLEPSY.... Result: 0 (no interaction). (5) The miRNA is bta-miR-15b with sequence UAGCAGCACAUCAUGGUUUACA. The protein sequence of the target gene is MGQPGNRSVFLLAPNASHAPDQNVTLERDEAWVVGMGILMSLIVLAIVFGNVLVITAIAKFERLQTVTNYFITSLACADLVMGLAVVPFGACHILMKMWTFGNFWCEFWTSIDVLCVTASIETLCVIAVDRYLAITSPFKYQCLLTKNKARVVILMVWIVSGLTSFLPIQMHWYRASHKEAINCYAKETCCDFFTNQPYAIASSIVSFYLPLVVMVFVYSRVFQVAKRQLQKIDKSEGRFHAQNVSQVEQDGRSGLGQRRTSKFYLKEHKALKTLGIIMGTFTLCWLPFFIVNIVHVIKD.... Result: 1 (interaction). (6) The miRNA is hsa-miR-6835-5p with sequence AGGGGGUAGAAAGUGGCUGAAG. The protein sequence of the target gene is MSSSYGKNGAADGPHSPSSQVARGTTTRRSRLKRSDGSTTSTSFILRQGSADSYTSRPSDSDVSLEEDREAIRQEREQQAAIQLERAKSKPVAFAVKTNVSYCGALDEDVPVPSTAISFDAKDFLHIKEKYNNDWWIGRLVKEGCEIGFIPSPLRLENIRIQQEQKRGRFHGGKSSGNSSSSLGEMVSGTFRATPTTTAKQKQKVTEHIPPYDVVPSMRPVVLVGPSLKGYEVTDMMQKALFDFLKHRFDGRISITRVTADISLAKRSVLNNPSKRAIIERSNTRSSLAEVQSEIERIFE.... Result: 0 (no interaction). (7) The miRNA is hsa-miR-335-5p with sequence UCAAGAGCAAUAACGAAAAAUGU. The protein sequence of the target gene is MEQEKKLLVSDSNSFMERESLKSPFTGDTSMNNLETVHHNNSKADKLKEKPSEWSKRHRPQHYKHEDAKEMPLTWVQDEIWCHDSYESDGKSENWGNFIAKEEEKPNHQEWDSGEHTNACVQQNSSFVDRPYKCSECWKSFSNSSHLRTHQRTHSGEKPYKCSECAKCFCNSSHLIQHLRMHTGEKPYQCGECGKSFSNTSHLIIHERTHTGEKPYKCPECGKRFSSSSHLIQHHRSHTGEKPYECSVCGKGFSHSYVLIEHQRTHTGEKPYKCPDCGKSFSQSSSLIRHQRTHTGEKPY.... Result: 1 (interaction). (8) The miRNA is rno-miR-181a-5p with sequence AACAUUCAACGCUGUCGGUGAGU. The protein sequence of the target gene is MSIMDHSPTTGVVTVIVILIAIAALGALILGCWCYLRLQRISQSEDEESIVGDGETKEPFLLVQYSAKGPCVERKAKLMTANSPEVHG. Result: 0 (no interaction). (9) The miRNA is hsa-miR-892a with sequence CACUGUGUCCUUUCUGCGUAG. The protein sequence of the target gene is MALVFQFGQPVRAQPLPGLCHGKLIRTNACDVCNSTDLPEVEIISLLEEQLPHYKLRADTIYGYDHDDWLHTPLISPDANIDLTTEQIEETLKYFLLCAERVGQMTKTYNDIDAVTRLLEEKERDLELAARIGQSLLKKNKTLTERNELLEEQVEHIREEVSQLRHELSMKDELLQFYTSAAEESEPESVCSTPLKRNESSSSVQNYFHLDSLQKKLKDLEEENVVLRSEASQLKTETITYEEKEQQLVNDCVKELRDANVQIASISEELAKKTEDAARQQEEITHLLSQIVDLQKKAKA.... Result: 0 (no interaction). (10) The miRNA is hsa-miR-675-3p with sequence CUGUAUGCCCUCACCGCUCA. The protein sequence of the target gene is MGNSRSRVGRSFCSQFLPEEQAEIDQLFDALSSDKNSPNVSSKSFSLKALQNHVGEALPPEMVTRLYDGMRRVDLTGKAKGPSENVSQEQFTASMSHLLKGNSEEKSLMIMKMISATEGPVKAREVQKFTEDLVGSVVHVLSHRQELRGWTGKEAPGPNPRVQVLAAQLLSDMKLQDGKRLLGPQWLDYDCDRAVIEDWVFRVPHVAIFLSVVICKGFLILCSSLDLTTLVPERQVDQGRGFESILDVLSVMYINAQLPREQRHRWCLLFSSELHGHSFSQLCGHITHRGPCVAVLEDHD.... Result: 0 (no interaction).